From a dataset of In vitro SARS-CoV-2 activity screen of 1,480 approved drugs from Prestwick library. Binary Classification. Given a drug SMILES string, predict its activity (active/inactive) in a high-throughput screening assay against a specified biological target. (1) The molecule is CC(C)COCC(CN(Cc1ccccc1)c1ccccc1)N1CCCC1.Cl. The result is 0 (inactive). (2) The molecule is CC(Cc1cccc(C(F)(F)F)c1)NCCOC(=O)c1ccccc1. The result is 0 (inactive). (3) The compound is Cl.OC(CCN1CCCC1)(c1ccccc1)C1CCCCC1. The result is 0 (inactive). (4) The result is 0 (inactive). The molecule is CC(C)(C)NC(=O)[C@@H]1CN(Cc2cccnc2)CCN1C[C@@H](O)C[C@@H](Cc1ccccc1)C(=O)N[C@H]1c2ccccc2C[C@H]1O.O=S(=O)(O)O. (5) The drug is Br.COc1ccc2c(c1)[C@]13CCCC[C@@H]1[C@H](C2)N(C)CC3.O. The result is 0 (inactive). (6) The molecule is Cc1oncc1C(=O)Nc1ccc(C(F)(F)F)cc1. The result is 0 (inactive).